This data is from NCI-60 drug combinations with 297,098 pairs across 59 cell lines. The task is: Regression. Given two drug SMILES strings and cell line genomic features, predict the synergy score measuring deviation from expected non-interaction effect. (1) Drug 1: CNC(=O)C1=CC=CC=C1SC2=CC3=C(C=C2)C(=NN3)C=CC4=CC=CC=N4. Drug 2: C1C(C(OC1N2C=NC3=C2NC=NCC3O)CO)O. Cell line: NCI/ADR-RES. Synergy scores: CSS=1.60, Synergy_ZIP=0.112, Synergy_Bliss=0.0418, Synergy_Loewe=-0.247, Synergy_HSA=-0.738. (2) Drug 2: CCC(=C(C1=CC=CC=C1)C2=CC=C(C=C2)OCCN(C)C)C3=CC=CC=C3.C(C(=O)O)C(CC(=O)O)(C(=O)O)O. Synergy scores: CSS=20.7, Synergy_ZIP=-0.0726, Synergy_Bliss=-0.526, Synergy_Loewe=-24.6, Synergy_HSA=-1.32. Drug 1: COC1=CC(=CC(=C1O)OC)C2C3C(COC3=O)C(C4=CC5=C(C=C24)OCO5)OC6C(C(C7C(O6)COC(O7)C8=CC=CS8)O)O. Cell line: OVCAR-8. (3) Drug 1: C1CCN(CC1)CCOC2=CC=C(C=C2)C(=O)C3=C(SC4=C3C=CC(=C4)O)C5=CC=C(C=C5)O. Drug 2: CC1=C(C=C(C=C1)NC(=O)C2=CC=C(C=C2)CN3CCN(CC3)C)NC4=NC=CC(=N4)C5=CN=CC=C5. Cell line: OVCAR-8. Synergy scores: CSS=-1.93, Synergy_ZIP=0.863, Synergy_Bliss=2.22, Synergy_Loewe=-1.87, Synergy_HSA=-1.56.